From a dataset of CYP2C9 inhibition data for predicting drug metabolism from PubChem BioAssay. Regression/Classification. Given a drug SMILES string, predict its absorption, distribution, metabolism, or excretion properties. Task type varies by dataset: regression for continuous measurements (e.g., permeability, clearance, half-life) or binary classification for categorical outcomes (e.g., BBB penetration, CYP inhibition). Dataset: cyp2c9_veith. (1) The molecule is O=C(CSCc1ccccc1Cl)NN1C(=O)c2ccccc2C1=O. The result is 1 (inhibitor). (2) The compound is Cn1c(=O)c2[nH]c(SCc3ccccn3)nc2n(C)c1=S. The result is 1 (inhibitor). (3) The molecule is O=c1cnc2cnc(N3CCNCC3)nc2n1C1CC1. The result is 0 (non-inhibitor). (4) The compound is O=C(c1ccc(CNS(=O)(=O)c2ccc(F)cc2)cc1)N1CCCC1. The result is 1 (inhibitor). (5) The molecule is CN1C(=O)COc2c(C(=O)N[C@@H]3CN4CCC3CC4)cc(Cl)cc21. The result is 0 (non-inhibitor).